From a dataset of Forward reaction prediction with 1.9M reactions from USPTO patents (1976-2016). Predict the product of the given reaction. (1) Given the reactants [CH3:1][N:2]([CH3:20])[C:3]([C:5]1[C:19]2[C:14](=[CH:15][CH:16]=[CH:17][CH:18]=2)[C:8]2([CH2:13][CH2:12][NH:11][CH2:10][CH2:9]2)[CH2:7][CH:6]=1)=[O:4].O=[C:22]1[CH2:27][CH2:26][N:25]([C:28]([O:30][CH2:31][CH3:32])=[O:29])[CH2:24][CH2:23]1.C(O[BH-](OC(=O)C)OC(=O)C)(=O)C.[Na+].CO, predict the reaction product. The product is: [CH3:1][N:2]([CH3:20])[C:3]([C:5]1[C:19]2[C:14](=[CH:15][CH:16]=[CH:17][CH:18]=2)[C:8]2([CH2:13][CH2:12][N:11]([CH:22]3[CH2:27][CH2:26][N:25]([C:28]([O:30][CH2:31][CH3:32])=[O:29])[CH2:24][CH2:23]3)[CH2:10][CH2:9]2)[CH2:7][CH:6]=1)=[O:4]. (2) Given the reactants [CH:1]1([NH:8][C:9]2[O:10][CH2:11][C:12]3[CH:18]=[C:17]([NH2:19])[CH:16]=[CH:15][C:13]=3[N:14]=2)[CH2:7][CH2:6][CH2:5][CH2:4][CH2:3][CH2:2]1.[C:20]1([S:26](Cl)(=[O:28])=[O:27])[CH:25]=[CH:24][CH:23]=[CH:22][CH:21]=1, predict the reaction product. The product is: [CH:1]1([NH:8][C:9]2[O:10][CH2:11][C:12]3[CH:18]=[C:17]([NH:19][S:26]([C:20]4[CH:25]=[CH:24][CH:23]=[CH:22][CH:21]=4)(=[O:28])=[O:27])[CH:16]=[CH:15][C:13]=3[N:14]=2)[CH2:2][CH2:3][CH2:4][CH2:5][CH2:6][CH2:7]1. (3) Given the reactants Br[C:2]1[CH:7]=[CH:6][C:5]([N+:8]([O-:10])=[O:9])=[CH:4][C:3]=1[Cl:11].[N:12]1([C:18]([O:20][C:21]([CH3:24])([CH3:23])[CH3:22])=[O:19])[CH2:17][CH2:16][NH:15][CH2:14][CH2:13]1.C(=O)([O-])[O-].[K+].[K+], predict the reaction product. The product is: [Cl:11][C:3]1[CH:4]=[C:5]([N+:8]([O-:10])=[O:9])[CH:6]=[CH:7][C:2]=1[N:15]1[CH2:14][CH2:13][N:12]([C:18]([O:20][C:21]([CH3:24])([CH3:23])[CH3:22])=[O:19])[CH2:17][CH2:16]1.